From a dataset of Full USPTO retrosynthesis dataset with 1.9M reactions from patents (1976-2016). Predict the reactants needed to synthesize the given product. Given the product [NH2:13][C:10]1[CH:11]=[N:12][C:4]([O:3][CH2:1][CH3:2])=[C:5]([CH:9]=1)[C:6]([OH:8])=[O:7], predict the reactants needed to synthesize it. The reactants are: [CH2:1]([O:3][C:4]1[N:12]=[CH:11][C:10]([N+:13]([O-])=O)=[CH:9][C:5]=1[C:6]([OH:8])=[O:7])[CH3:2].O.C([O-])(O)=O.[Na+].